From a dataset of Reaction yield outcomes from USPTO patents with 853,638 reactions. Predict the reaction yield, written as a fraction of the theoretical maximum amount of product (1.0 means a 100% yield; for example, 0.34 means a 34% yield). (1) The reactants are [Cl:1][C:2]1[CH:7]=[CH:6][C:5]([S:8]([NH:11][CH:12]2[CH2:17][CH2:16][CH2:15][NH:14][CH2:13]2)(=[O:10])=[O:9])=[CH:4][CH:3]=1.[O:18]1[CH:22]=[CH:21][CH:20]=[C:19]1[C:23]1[CH:24]=[C:25]([CH:29]=[CH:30][CH:31]=1)[C:26](O)=[O:27].Cl.CN(C)CCCN=C=NCC.C(N(C(C)C)CC)(C)C. The catalyst is C1COCC1.CN(C)C1C=CN=CC=1.ClCCl. The product is [Cl:1][C:2]1[CH:3]=[CH:4][C:5]([S:8]([NH:11][CH:12]2[CH2:17][CH2:16][CH2:15][N:14]([C:26](=[O:27])[C:25]3[CH:29]=[CH:30][CH:31]=[C:23]([C:19]4[O:18][CH:22]=[CH:21][CH:20]=4)[CH:24]=3)[CH2:13]2)(=[O:9])=[O:10])=[CH:6][CH:7]=1. The yield is 0.890. (2) The reactants are [C:1]([O:5][C:6]([N:8]1[CH2:13][CH2:12][N:11]([C:14]2[CH:22]=[CH:21][C:17]([C:18](O)=[O:19])=[CH:16][C:15]=2[CH3:23])[CH2:10][CH2:9]1)=[O:7])([CH3:4])([CH3:3])[CH3:2].Cl.CN.Cl.[CH2:28]([N:30]=C=NCCCN(C)C)C.O.N1(O)C2C=CC=CC=2N=N1.CN1CCOCC1. The catalyst is CN(C=O)C.O. The product is [CH3:23][C:15]1[CH:16]=[C:17]([C:18](=[O:19])[NH:30][CH3:28])[CH:21]=[CH:22][C:14]=1[N:11]1[CH2:12][CH2:13][N:8]([C:6]([O:5][C:1]([CH3:2])([CH3:4])[CH3:3])=[O:7])[CH2:9][CH2:10]1. The yield is 0.910. (3) The reactants are O=[C:2]1[C:7]([C:8]([O:10][CH3:11])=[O:9])=[CH:6][CH:5]=[CH:4][O:3]1.N[C:13]1[CH:14]=[N:15][CH:16]=[CH:17][CH:18]=1.CC[N:21]=C=NCCCN(C)C.Cl. The catalyst is CN(C=O)C.CN(C1C=CN=CC=1)C. The product is [O:3]=[C:2]1[C:7]([C:8]([O:10][CH3:11])=[O:9])=[CH:6][CH:5]=[CH:4][N:21]1[C:16]1[CH:17]=[CH:18][CH:13]=[CH:14][N:15]=1. The yield is 0.720. (4) The catalyst is C1COCC1.O.[Cu]I. The reactants are [Cl:1][C:2]1[CH:3]=[C:4]([C:8]2[C:9]([O:24][CH3:25])=[N:10][CH:11]=[C:12]([CH2:14][N:15]3[CH:19]=[C:18]([Si](C)(C)C)[N:17]=[N:16]3)[CH:13]=2)[CH:5]=[CH:6][CH:7]=1.N(CC1C=C(C2C=CC=C(Cl)C=2)C(OC)=NC=1)=[N+]=[N-].C([Si](C)(C)C)#C.C(N(C(C)C)CC)(C)C. The product is [Cl:1][C:2]1[CH:3]=[C:4]([C:8]2[C:9]([O:24][CH3:25])=[N:10][CH:11]=[C:12]([CH2:14][N:15]3[CH:19]=[CH:18][N:17]=[N:16]3)[CH:13]=2)[CH:5]=[CH:6][CH:7]=1. The yield is 0.480. (5) The reactants are [C:1]([O:5][C:6]([N:8]1[C:12](=[O:13])[CH2:11][CH2:10][C@H:9]1[C:14]([O:16][CH2:17][C:18]1[CH:23]=[CH:22][CH:21]=[CH:20][CH:19]=1)=[O:15])=[O:7])([CH3:4])([CH3:3])[CH3:2].[CH2:24]([Mg]Br)[CH2:25][CH:26]=[CH2:27].[Cl-].[NH4+]. The catalyst is C1COCC1. The product is [CH2:17]([O:16][C:14](=[O:15])[C@@H:9]([NH:8][C:6]([O:5][C:1]([CH3:4])([CH3:3])[CH3:2])=[O:7])[CH2:10][CH2:11][C:12](=[O:13])[CH2:27][CH2:26][CH:25]=[CH2:24])[C:18]1[CH:23]=[CH:22][CH:21]=[CH:20][CH:19]=1. The yield is 0.620. (6) The reactants are [Br:1][C:2]1[C:7]([I:8])=[CH:6][CH:5]=[CH:4][C:3]=1[OH:9].[CH3:10]N(C=O)C.C([O-])([O-])=O.[K+].[K+].CI. The catalyst is O. The product is [Br:1][C:2]1[C:3]([O:9][CH3:10])=[CH:4][CH:5]=[CH:6][C:7]=1[I:8]. The yield is 0.880. (7) The reactants are [C:1]1([CH:8]=[CH:7][CH:6]=[C:4]([OH:5])[CH:3]=1)[OH:2].[OH:9][C:10]1[CH:15]=[CH:14][C:13]([CH2:16][C:17](O)=[O:18])=[CH:12][CH:11]=1.B(F)(F)F.CCOCC.C([O-])(=O)C.[Na+]. The catalyst is C1(C)C=CC=CC=1. The product is [OH:2][C:1]1[CH:3]=[C:4]([OH:5])[CH:6]=[CH:7][C:8]=1[C:17](=[O:18])[CH2:16][C:13]1[CH:14]=[CH:15][C:10]([OH:9])=[CH:11][CH:12]=1. The yield is 0.870. (8) The reactants are [C:1]([O:5][C:6](=[O:36])[NH:7][C:8]1([C:12]2[CH:17]=[CH:16][C:15](C3C(=O)C4C(=CC=C(F)C=4)OC=3C3C=CC=CC=3)=[CH:14][CH:13]=2)[CH2:11][CH2:10][CH2:9]1)([CH3:4])([CH3:3])[CH3:2].[Br:37][C:38]1[CH:47]=[C:46]2[C:41]([C:42](=[O:55])[C:43](I)=[C:44]([C:48]3[CH:53]=[CH:52][CH:51]=[CH:50][CH:49]=3)[O:45]2)=[CH:40][C:39]=1[O:56][CH3:57]. No catalyst specified. The product is [C:1]([O:5][C:6](=[O:36])[NH:7][C:8]1([C:12]2[CH:13]=[CH:14][C:15]([C:43]3[C:42](=[O:55])[C:41]4[C:46](=[CH:47][C:38]([Br:37])=[C:39]([O:56][CH3:57])[CH:40]=4)[O:45][C:44]=3[C:48]3[CH:53]=[CH:52][CH:51]=[CH:50][CH:49]=3)=[CH:16][CH:17]=2)[CH2:9][CH2:10][CH2:11]1)([CH3:4])([CH3:2])[CH3:3]. The yield is 0.520.